From a dataset of Forward reaction prediction with 1.9M reactions from USPTO patents (1976-2016). Predict the product of the given reaction. (1) Given the reactants [NH:1]1[C:9]2[CH2:8][CH2:7][NH:6][CH2:5][C:4]=2[N:3]=[N:2]1.C(N(CC)C(C)C)(C)C.Cl[C:20]([N:22]1[CH2:25][C:24]2([CH2:30][CH2:29][N:28]([C:31]([O:33][C:34]([CH3:37])([CH3:36])[CH3:35])=[O:32])[CH2:27][CH2:26]2)[CH2:23]1)=[O:21], predict the reaction product. The product is: [NH:1]1[C:9]2[CH2:8][CH2:7][N:6]([C:20]([N:22]3[CH2:23][C:24]4([CH2:30][CH2:29][N:28]([C:31]([O:33][C:34]([CH3:37])([CH3:36])[CH3:35])=[O:32])[CH2:27][CH2:26]4)[CH2:25]3)=[O:21])[CH2:5][C:4]=2[N:3]=[N:2]1. (2) Given the reactants [Cl:1][C:2]1[C:10]2[NH:9][C:8](=O)[N:7]([CH3:12])[C:6]=2[C:5]([C:13](=[O:16])[CH2:14][CH3:15])=[CH:4][CH:3]=1.P(Cl)(Cl)([Cl:19])=O, predict the reaction product. The product is: [Cl:19][C:8]1[N:7]([CH3:12])[C:6]2[C:5]([C:13](=[O:16])[CH2:14][CH3:15])=[CH:4][CH:3]=[C:2]([Cl:1])[C:10]=2[N:9]=1. (3) Given the reactants [NH:1]1[C:9]2[C:4](=[N:5][C:6]([NH2:10])=[CH:7][CH:8]=2)[CH:3]=[CH:2]1.[Cl:11][C:12]1[CH:20]=[CH:19][C:15]([C:16](Cl)=[O:17])=[CH:14][C:13]=1[F:21], predict the reaction product. The product is: [Cl:11][C:12]1[CH:20]=[CH:19][C:15]([C:16]([NH:10][C:6]2[N:5]=[C:4]3[CH:3]=[CH:2][N:1]([C:16](=[O:17])[C:15]4[CH:19]=[CH:20][C:12]([Cl:11])=[C:13]([F:21])[CH:14]=4)[C:9]3=[CH:8][CH:7]=2)=[O:17])=[CH:14][C:13]=1[F:21].